This data is from Full USPTO retrosynthesis dataset with 1.9M reactions from patents (1976-2016). The task is: Predict the reactants needed to synthesize the given product. (1) Given the product [CH2:24]([O:31][C:32]1[CH:37]=[C:36]([C:17]2[CH:16]=[CH:15][C:14]([OH:20])=[C:13]([CH:12]=[CH:11][CH2:10][CH2:9][O:8][CH2:1][C:2]3[CH:7]=[CH:6][CH:5]=[CH:4][CH:3]=3)[CH:18]=2)[CH:35]=[CH:34][CH:33]=1)[C:25]1[CH:30]=[CH:29][CH:28]=[CH:27][CH:26]=1, predict the reactants needed to synthesize it. The reactants are: [CH2:1]([O:8][CH2:9][CH2:10][CH:11]=[CH:12][C:13]1[CH:18]=[C:17](Br)[CH:16]=[CH:15][C:14]=1[OH:20])[C:2]1[CH:7]=[CH:6][CH:5]=[CH:4][CH:3]=1.O.NN.[CH2:24]([O:31][C:32]1[CH:33]=[C:34](B(O)O)[CH:35]=[CH:36][CH:37]=1)[C:25]1[CH:30]=[CH:29][CH:28]=[CH:27][CH:26]=1. (2) The reactants are: O.[NH2:2]N.[Cl:4][C:5]1[C:10]([Cl:11])=[CH:9][CH:8]=[CH:7][C:6]=1[CH2:12][N:13]1[C:17]2[CH:18]=[C:19]([N:29]3[CH2:34][CH2:33][O:32][CH2:31][CH2:30]3)[CH:20]=[C:21]([C:22](/[N:24]=[CH:25]/[N:26](C)C)=O)[C:16]=2[N:15]=[C:14]1[CH3:35].C([O-])(O)=O.[Na+]. Given the product [Cl:4][C:5]1[C:10]([Cl:11])=[CH:9][CH:8]=[CH:7][C:6]=1[CH2:12][N:13]1[C:17]2[CH:18]=[C:19]([N:29]3[CH2:30][CH2:31][O:32][CH2:33][CH2:34]3)[CH:20]=[C:21]([C:22]3[N:24]=[CH:25][NH:26][N:2]=3)[C:16]=2[N:15]=[C:14]1[CH3:35], predict the reactants needed to synthesize it. (3) Given the product [C:62]([O:65][CH:66]1[CH2:69][CH:68]([C:70](=[O:71])[NH:1][C:2]2[CH:7]=[C:6]([O:8][C:9]3[CH:14]=[N:13][C:12]([NH:15][C:16]([C:18]4[C:19](=[O:31])[N:20]([C:25]5[CH:26]=[CH:27][CH:28]=[CH:29][CH:30]=5)[N:21]([CH3:24])[C:22]=4[CH3:23])=[O:17])=[CH:11][CH:10]=3)[CH:5]=[CH:4][N:3]=2)[CH2:67]1)(=[O:64])[CH3:63], predict the reactants needed to synthesize it. The reactants are: [NH2:1][C:2]1[CH:7]=[C:6]([O:8][C:9]2[CH:10]=[CH:11][C:12]([NH:15][C:16]([C:18]3[C:19](=[O:31])[N:20]([C:25]4[CH:30]=[CH:29][CH:28]=[CH:27][CH:26]=4)[N:21]([CH3:24])[C:22]=3[CH3:23])=[O:17])=[N:13][CH:14]=2)[CH:5]=[CH:4][N:3]=1.C1C=NC2N(O)N=NC=2C=1.CCN=C=NCCCN(C)C.CCN(C(C)C)C(C)C.[C:62]([O:65][CH:66]1[CH2:69][CH:68]([C:70](O)=[O:71])[CH2:67]1)(=[O:64])[CH3:63]. (4) Given the product [Br:13][CH2:8][C:7]1[C:2]([Cl:1])=[N:3][C:4]([Cl:11])=[C:5]([F:10])[CH:6]=1, predict the reactants needed to synthesize it. The reactants are: [Cl:1][C:2]1[C:7]([CH2:8]O)=[CH:6][C:5]([F:10])=[C:4]([Cl:11])[N:3]=1.P(Br)(Br)[Br:13].C(Cl)Cl.C([O-])(O)=O.[Na+].